Dataset: Full USPTO retrosynthesis dataset with 1.9M reactions from patents (1976-2016). Task: Predict the reactants needed to synthesize the given product. (1) Given the product [CH2:16]([S:15][C:12]1[C:11]([C:21]([NH2:22])=[O:23])=[C:10]([NH:9][C:8]([NH:25][CH2:26][CH2:27][CH2:28][N:29]2[CH2:33][CH2:32][CH2:31][CH2:30]2)=[O:24])[S:14][N:13]=1)[CH2:17][CH2:18][CH2:19][CH3:20], predict the reactants needed to synthesize it. The reactants are: C1(O[C:8](=[O:24])[NH:9][C:10]2[S:14][N:13]=[C:12]([S:15][CH2:16][CH2:17][CH2:18][CH2:19][CH3:20])[C:11]=2[C:21](=[O:23])[NH2:22])C=CC=CC=1.[NH2:25][CH2:26][CH2:27][CH2:28][N:29]1[CH2:33][CH2:32][CH2:31][CH2:30]1.[OH-].[Na+]. (2) Given the product [CH:1]1[C:6]2[NH:7][CH2:8][CH2:9][CH2:10][O:11][C:5]=2[CH:4]=[CH:3][CH:2]=1, predict the reactants needed to synthesize it. The reactants are: [CH:1]1[C:6]2[NH:7][C:8](=O)[CH2:9][CH2:10][O:11][C:5]=2[CH:4]=[CH:3][CH:2]=1.B. (3) The reactants are: [NH2:1][C:2]([CH3:39])([CH3:38])[C:3]([N:5]1[CH2:10][CH2:9][C:8]([C:31]2[CH:36]=[CH:35][CH:34]=[C:33]([F:37])[CH:32]=2)([CH2:11][CH2:12][N:13]2[CH:18]3[CH2:19][CH2:20][CH:14]2[CH2:15][CH:16]([N:21]2[C:25]4[CH:26]=[CH:27][CH:28]=[CH:29][C:24]=4[N:23]=[C:22]2[CH3:30])[CH2:17]3)[CH2:7][CH2:6]1)=[O:4].[Cl:40][CH:41]([Cl:45])[C:42](Cl)=[O:43].CCN(C(C)C)C(C)C. Given the product [Cl:40][CH:41]([Cl:45])[C:42]([NH:1][C:2]([CH3:39])([CH3:38])[C:3]([N:5]1[CH2:10][CH2:9][C:8]([C:31]2[CH:36]=[CH:35][CH:34]=[C:33]([F:37])[CH:32]=2)([CH2:11][CH2:12][N:13]2[CH:18]3[CH2:19][CH2:20][CH:14]2[CH2:15][CH:16]([N:21]2[C:25]4[CH:26]=[CH:27][CH:28]=[CH:29][C:24]=4[N:23]=[C:22]2[CH3:30])[CH2:17]3)[CH2:7][CH2:6]1)=[O:4])=[O:43], predict the reactants needed to synthesize it. (4) Given the product [F:15][C:11]1[CH:10]=[C:9]2[C:14](=[CH:13][CH:12]=1)[C:5]1[C:6](=[C:17]3[C:2](=[CH:3][C:4]=1[CH3:18])[NH:1][C:4]([CH3:18])([CH3:5])[CH:3]=[C:2]3[CH3:17])[C:7](=[O:16])[O:8]2, predict the reactants needed to synthesize it. The reactants are: [NH2:1][C:2]1[CH:3]=[C:4]([CH3:18])[C:5]2[C:14]3[C:9](=[CH:10][C:11]([F:15])=[CH:12][CH:13]=3)[O:8][C:7](=[O:16])[C:6]=2[CH:17]=1.II. (5) Given the product [ClH:40].[NH2:31][CH2:30][C:29]([N:26]1[CH2:27][CH2:28][CH:23]([N:16]2[C:17](=[O:22])[C:18]([CH3:21])([CH3:20])[CH2:19][C:14]([C:6]3[C:7]4[CH2:8][C:9]([CH3:13])([CH3:12])[O:10][C:11]=4[C:3]([O:2][CH3:1])=[CH:4][CH:5]=3)=[N:15]2)[CH2:24][CH2:25]1)=[O:39], predict the reactants needed to synthesize it. The reactants are: [CH3:1][O:2][C:3]1[C:11]2[O:10][C:9]([CH3:13])([CH3:12])[CH2:8][C:7]=2[C:6]([C:14]2[CH2:19][C:18]([CH3:21])([CH3:20])[C:17](=[O:22])[N:16]([CH:23]3[CH2:28][CH2:27][N:26]([C:29](=[O:39])[CH2:30][NH:31]C(=O)OC(C)(C)C)[CH2:25][CH2:24]3)[N:15]=2)=[CH:5][CH:4]=1.[ClH:40].